This data is from NCI-60 drug combinations with 297,098 pairs across 59 cell lines. The task is: Regression. Given two drug SMILES strings and cell line genomic features, predict the synergy score measuring deviation from expected non-interaction effect. Drug 1: COCCOC1=C(C=C2C(=C1)C(=NC=N2)NC3=CC=CC(=C3)C#C)OCCOC. Drug 2: CC1CC(C(C(C=C(C(C(C=CC=C(C(=O)NC2=CC(=O)C(=C(C1)C2=O)OC)C)OC)OC(=O)N)C)C)O)OC. Cell line: OVCAR3. Synergy scores: CSS=54.8, Synergy_ZIP=-1.57, Synergy_Bliss=-2.46, Synergy_Loewe=-1.04, Synergy_HSA=2.06.